This data is from Full USPTO retrosynthesis dataset with 1.9M reactions from patents (1976-2016). The task is: Predict the reactants needed to synthesize the given product. (1) Given the product [Cl:13][C:9]1[N:8]=[C:7]([C:6]2[N:5]([CH2:14][O:15][CH2:16][CH2:17][Si:18]([CH3:21])([CH3:20])[CH3:19])[C:4]([CH:22]3[CH2:24][CH2:23]3)=[N:3][C:2]=2[C:32]2[C:26]([F:25])=[C:27]([CH:29]=[CH:30][CH:31]=2)[NH2:28])[CH:12]=[CH:11][N:10]=1, predict the reactants needed to synthesize it. The reactants are: Br[C:2]1[N:3]=[C:4]([CH:22]2[CH2:24][CH2:23]2)[N:5]([CH2:14][O:15][CH2:16][CH2:17][Si:18]([CH3:21])([CH3:20])[CH3:19])[C:6]=1[C:7]1[CH:12]=[CH:11][N:10]=[C:9]([Cl:13])[N:8]=1.[F:25][C:26]1[C:32](B2OC(C)(C)C(C)(C)O2)=[CH:31][CH:30]=[CH:29][C:27]=1[NH2:28].C(=O)([O-])[O-].[Na+].[Na+].COCCOC. (2) Given the product [CH2:1]([O:8][C:9]1[CH:33]=[CH:32][C:12]([CH2:13][N:14]([CH2:24][CH2:25][C:26]2[CH:31]=[CH:30][CH:29]=[CH:28][N:27]=2)[C:15](=[O:23])[C:16]2[CH:21]=[CH:20][CH:19]=[CH:18][C:17]=2[Cl:22])=[CH:11][C:10]=1[O:34][CH2:42][C:43]([O:45][CH3:46])=[O:44])[C:2]1[CH:7]=[CH:6][CH:5]=[CH:4][CH:3]=1, predict the reactants needed to synthesize it. The reactants are: [CH2:1]([O:8][C:9]1[CH:33]=[CH:32][C:12]([CH2:13][N:14]([CH2:24][CH2:25][C:26]2[CH:31]=[CH:30][CH:29]=[CH:28][N:27]=2)[C:15](=[O:23])[C:16]2[CH:21]=[CH:20][CH:19]=[CH:18][C:17]=2[Cl:22])=[CH:11][C:10]=1[OH:34])[C:2]1[CH:7]=[CH:6][CH:5]=[CH:4][CH:3]=1.C([O-])([O-])=O.[K+].[K+].Br[CH2:42][C:43]([O:45][CH3:46])=[O:44]. (3) Given the product [C:27]([C:22]1[CH:21]=[CH:20][C:19]2[N:18]([CH3:33])[C:17]3[C:25]([C:24]=2[CH:23]=1)=[CH:26][C:14]([C:13]#[CH:12])=[CH:15][CH:16]=3)#[CH:28], predict the reactants needed to synthesize it. The reactants are: C1COCC1.CO.C[Si]([C:12]#[C:13][C:14]1[CH:15]=[CH:16][C:17]2[N:18]([CH3:33])[C:19]3[C:24]([C:25]=2[CH:26]=1)=[CH:23][C:22]([C:27]#[C:28][Si](C)(C)C)=[CH:21][CH:20]=3)(C)C.[OH-].[Na+]. (4) The reactants are: C(O)C.C([O:6][C:7](=O)/[C:8](=[CH:23]/[C:24]1[CH:29]=[CH:28][C:27]([N:30]2[CH:34]=[C:33]([CH3:35])[N:32]=[CH:31]2)=[C:26]([O:36][CH3:37])[CH:25]=1)/[CH2:9][CH2:10][CH2:11][NH:12][C@@H:13]1[C:21]2[C:16](=[CH:17][CH:18]=[CH:19][CH:20]=2)[CH2:15][C@@H:14]1[OH:22])C.[OH-].[Na+].O. Given the product [OH:22][C@H:14]1[CH2:15][C:16]2[C:21](=[CH:20][CH:19]=[CH:18][CH:17]=2)[C@H:13]1[N:12]1[CH2:11][CH2:10][CH2:9]/[C:8](=[CH:23]\[C:24]2[CH:29]=[CH:28][C:27]([N:30]3[CH:34]=[C:33]([CH3:35])[N:32]=[CH:31]3)=[C:26]([O:36][CH3:37])[CH:25]=2)/[C:7]1=[O:6], predict the reactants needed to synthesize it. (5) Given the product [CH2:5]([O:7][C:8](=[O:50])[CH:9]([C:27]1[N:28]([CH3:49])[C:29]2[C:34]([CH:35]=1)=[CH:33][C:32]([O:41][CH2:42][C:43]1[CH:48]=[CH:47][CH:46]=[CH:45][N:44]=1)=[CH:31][CH:30]=2)[CH2:10][C:11]1[CH:12]=[CH:13][C:14]([C:17]2[CH:22]=[CH:21][C:20]([C:23]([F:25])([F:26])[F:24])=[CH:19][N:18]=2)=[CH:15][CH:16]=1)[CH3:6], predict the reactants needed to synthesize it. The reactants are: [Cl-].[Al+3].[Cl-].[Cl-].[CH2:5]([O:7][C:8](=[O:50])[CH:9]([C:27]1[N:28]([CH3:49])[C:29]2[C:34]([C:35]=1SC(C)(C)C)=[CH:33][C:32]([O:41][CH2:42][C:43]1[CH:48]=[CH:47][CH:46]=[CH:45][N:44]=1)=[CH:31][CH:30]=2)[CH2:10][C:11]1[CH:16]=[CH:15][C:14]([C:17]2[CH:22]=[CH:21][C:20]([C:23]([F:26])([F:25])[F:24])=[CH:19][N:18]=2)=[CH:13][CH:12]=1)[CH3:6]. (6) Given the product [NH2:31][C:27]1([CH3:30])[CH2:26][CH2:25][N:24]([C:22]([C:21]2[CH:20]=[CH:19][C:18]([C:15]3[CH:16]=[CH:17][C:12]4[N:13]([C:9]([C:6]5[CH:7]=[CH:8][C:3]([C:1]#[N:2])=[CH:4][CH:5]=5)=[CH:10][N:11]=4)[N:14]=3)=[CH:40][CH:39]=2)=[O:23])[CH2:29][CH2:28]1, predict the reactants needed to synthesize it. The reactants are: [C:1]([C:3]1[CH:8]=[CH:7][C:6]([C:9]2[N:13]3[N:14]=[C:15]([C:18]4[CH:40]=[CH:39][C:21]([C:22]([N:24]5[CH2:29][CH2:28][C:27]([NH:31]C(=O)OC(C)(C)C)([CH3:30])[CH2:26][CH2:25]5)=[O:23])=[CH:20][CH:19]=4)[CH:16]=[CH:17][C:12]3=[N:11][CH:10]=2)=[CH:5][CH:4]=1)#[N:2].C(O)(C(F)(F)F)=O.